This data is from Peptide-MHC class I binding affinity with 185,985 pairs from IEDB/IMGT. The task is: Regression. Given a peptide amino acid sequence and an MHC pseudo amino acid sequence, predict their binding affinity value. This is MHC class I binding data. (1) The peptide sequence is LLQRWGGTC. The MHC is HLA-B07:02 with pseudo-sequence HLA-B07:02. The binding affinity (normalized) is 0. (2) The binding affinity (normalized) is 0.0847. The peptide sequence is SLNLAKEAV. The MHC is HLA-B27:05 with pseudo-sequence HLA-B27:05. (3) The peptide sequence is RQKLKDAEK. The MHC is HLA-A29:02 with pseudo-sequence HLA-A29:02. The binding affinity (normalized) is 0.0847. (4) The peptide sequence is KSTELIRRVR. The MHC is HLA-A11:01 with pseudo-sequence HLA-A11:01. The binding affinity (normalized) is 0.0839. (5) The peptide sequence is ILNRETLLDFV. The MHC is HLA-B37:01 with pseudo-sequence HLA-B37:01. The binding affinity (normalized) is 0.0847. (6) The peptide sequence is YSHYSHNPK. The MHC is HLA-A01:01 with pseudo-sequence HLA-A01:01. The binding affinity (normalized) is 0.0847.